This data is from Full USPTO retrosynthesis dataset with 1.9M reactions from patents (1976-2016). The task is: Predict the reactants needed to synthesize the given product. (1) Given the product [NH2:1][C:2]1[N:10]=[CH:9][CH:8]=[CH:7][C:3]=1[C:4]([O:6][CH3:11])=[O:5], predict the reactants needed to synthesize it. The reactants are: [NH2:1][C:2]1[N:10]=[CH:9][CH:8]=[CH:7][C:3]=1[C:4]([OH:6])=[O:5].[C:11]([O-])([O-])=O.[K+].[K+].CI. (2) Given the product [I:1][C:2]1[CH:10]=[CH:9][C:5]([C:6]([O:8][CH3:16])=[O:7])=[CH:4][CH:3]=1, predict the reactants needed to synthesize it. The reactants are: [I:1][C:2]1[CH:10]=[CH:9][C:5]([C:6]([OH:8])=[O:7])=[CH:4][CH:3]=1.S(=O)(=O)(O)O.[CH3:16]O. (3) Given the product [Cl:1][C:2]1[CH:27]=[CH:26][C:25]([Cl:28])=[CH:24][C:3]=1[CH2:4][N:5]1[C:9]([C:10]([OH:12])=[O:11])=[C:8]([C:14]([OH:17])([CH3:16])[CH3:15])[N:7]=[C:6]1[C:18]1[CH:19]=[N:20][CH:21]=[CH:22][CH:23]=1, predict the reactants needed to synthesize it. The reactants are: [Cl:1][C:2]1[CH:27]=[CH:26][C:25]([Cl:28])=[CH:24][C:3]=1[CH2:4][N:5]1[C:9]([C:10]([O:12]C)=[O:11])=[C:8]([C:14]([OH:17])([CH3:16])[CH3:15])[N:7]=[C:6]1[C:18]1[CH:19]=[N:20][CH:21]=[CH:22][CH:23]=1.[OH-].[Na+].Cl. (4) Given the product [C:21]([C:25]1[CH:33]=[C:32]2[C:28]([CH:29]=[C:30]([CH3:38])[CH:31]2[Si:34]([CH:16]2[C:15]3[C:19](=[C:11]([C:8]4[CH:7]=[CH:6][C:5]([C:1]([CH3:4])([CH3:3])[CH3:2])=[CH:10][CH:9]=4)[CH:12]=[CH:13][CH:14]=3)[CH:18]=[C:17]2[CH3:20])([CH3:36])[CH3:35])=[C:27]([C:39]2[CH:44]=[CH:43][C:42]([C:45]([CH3:48])([CH3:47])[CH3:46])=[CH:41][CH:40]=2)[C:26]=1[O:49][CH3:50])([CH3:24])([CH3:23])[CH3:22], predict the reactants needed to synthesize it. The reactants are: [C:1]([C:5]1[CH:10]=[CH:9][C:8]([C:11]2[CH:12]=[CH:13][CH:14]=[C:15]3[C:19]=2[CH2:18][C:17]([CH3:20])=[CH:16]3)=[CH:7][CH:6]=1)([CH3:4])([CH3:3])[CH3:2].[C:21]([C:25]1[CH:33]=[C:32]2[C:28]([CH:29]=[C:30]([CH3:38])[CH:31]2[Si:34](Cl)([CH3:36])[CH3:35])=[C:27]([C:39]2[CH:44]=[CH:43][C:42]([C:45]([CH3:48])([CH3:47])[CH3:46])=[CH:41][CH:40]=2)[C:26]=1[O:49][CH3:50])([CH3:24])([CH3:23])[CH3:22].O. (5) The reactants are: [OH:1][CH2:2][CH:3]1[CH2:12][C:11]2[C:6](=[CH:7][CH:8]=[C:9]([C:13]3[CH:14]=[N:15][N:16]([CH3:18])[CH:17]=3)[CH:10]=2)[N:5]([C:19]2[C:23]3[CH2:24][N:25]([C:28](=[O:30])[CH3:29])[CH2:26][CH2:27][C:22]=3[N:21]([C@H:31]3[CH2:35][CH2:34][O:33][CH2:32]3)[N:20]=2)[CH2:4]1.[H-].[Na+].[CH3:38]I. Given the product [CH3:38][O:1][CH2:2][CH:3]1[CH2:12][C:11]2[C:6](=[CH:7][CH:8]=[C:9]([C:13]3[CH:14]=[N:15][N:16]([CH3:18])[CH:17]=3)[CH:10]=2)[N:5]([C:19]2[C:23]3[CH2:24][N:25]([C:28](=[O:30])[CH3:29])[CH2:26][CH2:27][C:22]=3[N:21]([CH:31]3[CH2:35][CH2:34][O:33][CH2:32]3)[N:20]=2)[CH2:4]1, predict the reactants needed to synthesize it.